From a dataset of Full USPTO retrosynthesis dataset with 1.9M reactions from patents (1976-2016). Predict the reactants needed to synthesize the given product. (1) Given the product [F:33][C:34]1[C:39]([CH:40]=[O:41])=[CH:38][CH:37]=[C:36]([F:42])[C:35]=1[C:2]1[N:7]=[C:6]([C:8]([NH:10][C:11]2[CH:12]=[N:13][CH:14]=[CH:15][C:16]=2[C@@H:17]2[CH2:22][C@H:21]([CH3:23])[CH2:20][C@H:19]([NH:24][C:25](=[O:31])[O:26][C:27]([CH3:29])([CH3:28])[CH3:30])[CH2:18]2)=[O:9])[CH:5]=[CH:4][C:3]=1[F:32], predict the reactants needed to synthesize it. The reactants are: Br[C:2]1[N:7]=[C:6]([C:8]([NH:10][C:11]2[CH:12]=[N:13][CH:14]=[CH:15][C:16]=2[C@@H:17]2[CH2:22][C@H:21]([CH3:23])[CH2:20][C@H:19]([NH:24][C:25](=[O:31])[O:26][C:27]([CH3:30])([CH3:29])[CH3:28])[CH2:18]2)=[O:9])[CH:5]=[CH:4][C:3]=1[F:32].[F:33][C:34]1[C:39]([CH:40]=[O:41])=[CH:38][CH:37]=[C:36]([F:42])[C:35]=1B(O)O. (2) Given the product [C:14]([O-:22])(=[O:15])[CH3:11].[NH4+:4].[Cl:1][C:2]1[C:3]2[N:4]([C:25]([CH2:26][C:27]([F:29])([F:28])[F:30])=[N:24][N:23]=2)[N:5]=[CH:6][C:7]=1[N:8]1[CH2:13][CH2:12][C:11]2([C:17]3[CH:18]=[CH:19][CH:20]=[CH:21][C:16]=3[O:15][C:14]2=[O:22])[CH2:10][CH2:9]1, predict the reactants needed to synthesize it. The reactants are: [Cl:1][C:2]1[C:7]([N:8]2[CH2:13][CH2:12][C:11]3([C:17]4[CH:18]=[CH:19][CH:20]=[CH:21][C:16]=4[O:15][C:14]3=[O:22])[CH2:10][CH2:9]2)=[CH:6][N:5]=[N:4][C:3]=1[NH:23][NH:24][C:25](=O)[CH2:26][C:27]([F:30])([F:29])[F:28].P(Cl)(Cl)(Cl)=O. (3) Given the product [F:61][CH:9]([C:2]1[CH:3]=[CH:4][CH:5]=[CH:6][CH:1]=1)[CH3:28], predict the reactants needed to synthesize it. The reactants are: [C:1]1(C)[CH:6]=[C:5](C)[CH:4]=[C:3](C)[C:2]=1[C:9]1[C:28]2NC(=CC=2)[C:9]([C:2]2[C:3](C)=[CH:4][C:5](C)=[CH:6][C:1]=2C)=[C:28]2N=C(C=C2)[C:9]([C:2]2[C:3](C)=[CH:4][C:5](C)=[CH:6][C:1]=2C)=[C:28]2NC(C=C2)=[C:9]([C:2]2[C:3](C)=[CH:4][C:5](C)=[CH:6][C:1]=2C)[C:28]2=NC=1C=C2.[F-:61].FF.OC1O[C@H](CO)[C@H](O)[C@H](O)[C@@H]1O. (4) The reactants are: COC1C=CC(CN(CC2C=CC(OC)=CC=2)C2N=CC(C3C4CCNC=4N=C(N4CCOCC4)N=3)=CN=2)=CC=1.NC1C(C)=C(C(N2CCOCC2)=O)C=CC=1.[CH3:57][C:58]1[C:63]([C:64]([N:66]2[CH2:71][CH2:70][O:69][CH2:68][CH2:67]2)=[O:65])=[CH:62][CH:61]=[CH:60][C:59]=1[NH:72][C:73]([N:75]1[C:79]2[N:80]=[C:81]([N:109]3[CH2:114][CH2:113][O:112][CH2:111][CH2:110]3)[N:82]=[C:83]([C:84]3[CH:85]=[N:86][C:87]([N:90](CC4C=CC(OC)=CC=4)CC4C=CC(OC)=CC=4)=[N:88][CH:89]=3)[C:78]=2[CH2:77][CH2:76]1)=[O:74]. Given the product [CH3:57][C:58]1[C:63]([C:64]([N:66]2[CH2:67][CH2:68][O:69][CH2:70][CH2:71]2)=[O:65])=[CH:62][CH:61]=[CH:60][C:59]=1[NH:72][C:73]([N:75]1[C:79]2[N:80]=[C:81]([N:109]3[CH2:114][CH2:113][O:112][CH2:111][CH2:110]3)[N:82]=[C:83]([C:84]3[CH:85]=[N:86][C:87]([NH2:90])=[N:88][CH:89]=3)[C:78]=2[CH2:77][CH2:76]1)=[O:74], predict the reactants needed to synthesize it. (5) Given the product [NH2:11][C:5]1[C:6]2[N:7]([N:8]=[N:9][N:10]=2)[C:2]([CH3:1])=[C:3]([CH3:27])[C:4]=1[NH:14][CH2:15][CH2:16][CH2:17][CH2:18][NH:19][C:20](=[O:26])[O:21][C:22]([CH3:23])([CH3:24])[CH3:25], predict the reactants needed to synthesize it. The reactants are: [CH3:1][C:2]1[N:7]2[N:8]=[N:9][N:10]=[C:6]2[C:5]([N+:11]([O-])=O)=[C:4]([NH:14][CH2:15][CH2:16][CH2:17][CH2:18][NH:19][C:20](=[O:26])[O:21][C:22]([CH3:25])([CH3:24])[CH3:23])[C:3]=1[CH3:27].